Task: Regression. Given two drug SMILES strings and cell line genomic features, predict the synergy score measuring deviation from expected non-interaction effect.. Dataset: NCI-60 drug combinations with 297,098 pairs across 59 cell lines (1) Drug 1: CC(C)(C#N)C1=CC(=CC(=C1)CN2C=NC=N2)C(C)(C)C#N. Drug 2: CC1=C(C(=O)C2=C(C1=O)N3CC4C(C3(C2COC(=O)N)OC)N4)N. Cell line: OVCAR-5. Synergy scores: CSS=33.8, Synergy_ZIP=-2.72, Synergy_Bliss=0.576, Synergy_Loewe=-7.03, Synergy_HSA=-1.09. (2) Drug 1: CN1C2=C(C=C(C=C2)N(CCCl)CCCl)N=C1CCCC(=O)O.Cl. Drug 2: C1C(C(OC1N2C=NC(=NC2=O)N)CO)O. Cell line: NCI-H226. Synergy scores: CSS=3.21, Synergy_ZIP=-1.47, Synergy_Bliss=-0.826, Synergy_Loewe=-0.102, Synergy_HSA=0.178.